From a dataset of Forward reaction prediction with 1.9M reactions from USPTO patents (1976-2016). Predict the product of the given reaction. (1) Given the reactants [NH2:1][C:2](=[N:31]O)[C:3]1[CH:4]=[C:5]([CH:28]=[CH:29][CH:30]=1)[C:6]([NH:8][C:9]1[C:10]([NH:16][C:17](=[O:27])[C:18]2[CH:23]=[CH:22][C:21]([CH:24]([CH3:26])[CH3:25])=[CH:20][CH:19]=2)=[CH:11][C:12]([OH:15])=[CH:13][CH:14]=1)=[O:7].CCO.[ClH:36], predict the reaction product. The product is: [ClH:36].[NH2:31][C:2](=[NH:1])[C:3]1[CH:4]=[C:5]([CH:28]=[CH:29][CH:30]=1)[C:6]([NH:8][C:9]1[C:10]([NH:16][C:17](=[O:27])[C:18]2[CH:23]=[CH:22][C:21]([CH:24]([CH3:26])[CH3:25])=[CH:20][CH:19]=2)=[CH:11][C:12]([OH:15])=[CH:13][CH:14]=1)=[O:7]. (2) Given the reactants C(=O)([O-])[O-].[K+].[K+].Br[C:8]1[C:16]2[C:11](=[CH:12][C:13]([NH2:17])=[CH:14][CH:15]=2)[N:10]([S:18]([C:21]2[CH:26]=[CH:25][CH:24]=[CH:23][CH:22]=2)(=[O:20])=[O:19])[CH:9]=1.[N+:27]([C:30]1[CH:35]=[CH:34][C:33](B(O)O)=[CH:32][CH:31]=1)([O-:29])=[O:28], predict the reaction product. The product is: [N+:27]([C:30]1[CH:35]=[CH:34][C:33]([C:8]2[C:16]3[C:11](=[CH:12][C:13]([NH2:17])=[CH:14][CH:15]=3)[N:10]([S:18]([C:21]3[CH:26]=[CH:25][CH:24]=[CH:23][CH:22]=3)(=[O:20])=[O:19])[CH:9]=2)=[CH:32][CH:31]=1)([O-:29])=[O:28].